Dataset: Forward reaction prediction with 1.9M reactions from USPTO patents (1976-2016). Task: Predict the product of the given reaction. Given the reactants Br[C:2]1[CH:7]=[C:6]([C:8]([CH3:11])([CH3:10])[CH3:9])[CH:5]=[CH:4][N:3]=1.C([Li])CCC.[CH2:17]([Sn:21]([CH2:27][CH2:28][CH2:29][CH3:30])([CH2:23][CH2:24][CH2:25][CH3:26])Cl)[CH2:18][CH2:19][CH3:20], predict the reaction product. The product is: [C:8]([C:6]1[CH:5]=[CH:4][N:3]=[C:2]([Sn:21]([CH2:23][CH2:24][CH2:25][CH3:26])([CH2:27][CH2:28][CH2:29][CH3:30])[CH2:17][CH2:18][CH2:19][CH3:20])[CH:7]=1)([CH3:11])([CH3:10])[CH3:9].